Dataset: Forward reaction prediction with 1.9M reactions from USPTO patents (1976-2016). Task: Predict the product of the given reaction. (1) Given the reactants C[O:2][C:3]([CH:5]1[O:9][N:8]=[C:7]([C:10]23[CH2:17][CH2:16][C:13]([C:18]4[NH:19][C:20]5[N:21]([CH2:32][CH2:33][CH3:34])[C:22](=[O:31])[N:23]([CH2:28][CH2:29][CH3:30])[C:24](=[O:27])[C:25]=5[N:26]=4)([CH2:14][CH2:15]2)[CH2:12][CH2:11]3)[CH2:6]1)=O.COC(C1ON=C(C23CCC(C4NC5N(CCC)C(=O)N(CCC)C(=O)C=5N=4)(CC2)CC3)C=1)=O.COC1C=CC(C2ON=C(C34CCC(C5NC6N(CCC)C(=O)N(CCC)C(=O)C=6N=5)(CC3)CC4)C=2)=CC=1.COC(C1ON=C(CC23CCC(C4NC5N(CCC)C(=O)N(CCC)C(=O)C=5N=4)(CC2)CC3)C=1)=O, predict the reaction product. The product is: [OH:2][CH2:3][C:5]1[O:9][N:8]=[C:7]([C:10]23[CH2:11][CH2:12][C:13]([C:18]4[NH:19][C:20]5[N:21]([CH2:32][CH2:33][CH3:34])[C:22](=[O:31])[N:23]([CH2:28][CH2:29][CH3:30])[C:24](=[O:27])[C:25]=5[N:26]=4)([CH2:14][CH2:15]2)[CH2:16][CH2:17]3)[CH:6]=1. (2) Given the reactants [F:1][C:2]1[C:10]([I:11])=[C:9]([CH3:12])[CH:8]=[CH:7][C:3]=1[C:4]([OH:6])=O.C(Cl)(=O)C(Cl)=O.[CH:19]([O:22][C:23]1[CH:24]=[C:25]([NH2:29])[CH:26]=[CH:27][CH:28]=1)([CH3:21])[CH3:20].C(N(CC)CC)C, predict the reaction product. The product is: [F:1][C:2]1[C:10]([I:11])=[C:9]([CH3:12])[CH:8]=[CH:7][C:3]=1[C:4]([NH:29][C:25]1[CH:26]=[CH:27][CH:28]=[C:23]([O:22][CH:19]([CH3:21])[CH3:20])[CH:24]=1)=[O:6]. (3) Given the reactants [CH3:1][C:2]1([CH3:29])[CH:7]2[CH:8]3[CH2:22][CH2:21][CH:20]=[CH:19][C:9]3=[C:10]3[C:18]([CH2:17][C:16]4[CH:15]=[CH:14][CH:13]=[CH:12][C:11]3=4)=[C:6]2[C:5](C)([CH3:23])[C:4]([CH3:26])([CH3:25])[C:3]1([CH3:28])[CH3:27].[CH2:30]([Li])CCC.[C:35]1([CH3:54])[CH:40]=[CH:39][C:38]([C:41]([C:47]2[CH:52]=[CH:51][C:50]([CH3:53])=[CH:49][CH:48]=2)=[C:42]2[CH:46]=[CH:45][CH:44]=[CH:43]2)=[CH:37][CH:36]=1.[Cl-].[NH4+], predict the reaction product. The product is: [CH:42]1([C:41]([C:7]2([CH3:30])[C:6]3[C:5]([CH3:23])([CH:12]4[CH2:13][CH2:14][CH:15]=[CH:16][C:11]4=[C:10]4[C:18]=3[CH2:17][C:19]3[CH:20]=[CH:21][CH:22]=[CH:8][C:9]4=3)[C:4]([CH3:26])([CH3:25])[C:3]([CH3:28])([CH3:27])[C:2]2([CH3:1])[CH3:29])([C:38]2[CH:37]=[CH:36][C:35]([CH3:54])=[CH:40][CH:39]=2)[C:47]2[CH:48]=[CH:49][C:50]([CH3:53])=[CH:51][CH:52]=2)[CH:43]=[CH:44][CH:45]=[CH:46]1. (4) Given the reactants [F:1][C:2]([CH3:39])([CH3:38])[CH2:3][CH2:4][CH:5]([C:33]1[NH:37][CH:36]=[N:35][N:34]=1)[CH2:6][CH:7]([O:29]C(=O)C)[CH:8]([NH:16][C:17]([C:19]1[CH:28]=[N:27][C:26]2[C:21](=[CH:22][CH:23]=[CH:24][CH:25]=2)[N:20]=1)=[O:18])[CH2:9][C:10]1[CH:15]=[CH:14][CH:13]=[CH:12][CH:11]=1.C(=O)([O-])[O-].[K+].[K+], predict the reaction product. The product is: [CH2:9]([CH:8]([NH:16][C:17]([C:19]1[CH:28]=[N:27][C:26]2[C:21](=[CH:22][CH:23]=[CH:24][CH:25]=2)[N:20]=1)=[O:18])[CH:7]([OH:29])[CH2:6][CH:5]([C:33]1[NH:37][CH:36]=[N:35][N:34]=1)[CH2:4][CH2:3][C:2]([F:1])([CH3:39])[CH3:38])[C:10]1[CH:15]=[CH:14][CH:13]=[CH:12][CH:11]=1. (5) Given the reactants [NH2:1][C:2]1[CH:24]=[CH:23][C:5]([O:6][C:7]2[C:16]3[C:11](=[CH:12][C:13]([O:17][CH2:18][C:19]([CH3:22])([OH:21])[CH3:20])=[CH:14][CH:15]=3)[N:10]=[CH:9][CH:8]=2)=[CH:4][CH:3]=1.[CH3:25][N:26]1[C:30]([CH3:31])=[C:29]([C:32](O)=[O:33])[C:28](=[O:35])[N:27]1[C:36]1[CH:41]=[CH:40][CH:39]=[CH:38][CH:37]=1.C1C=NC2N(O)N=NC=2C=1.CCN=C=NCCCN(C)C, predict the reaction product. The product is: [OH:21][C:19]([CH3:22])([CH3:20])[CH2:18][O:17][C:13]1[CH:12]=[C:11]2[C:16]([C:7]([O:6][C:5]3[CH:23]=[CH:24][C:2]([NH:1][C:32]([C:29]4[C:28](=[O:35])[N:27]([C:36]5[CH:37]=[CH:38][CH:39]=[CH:40][CH:41]=5)[N:26]([CH3:25])[C:30]=4[CH3:31])=[O:33])=[CH:3][CH:4]=3)=[CH:8][CH:9]=[N:10]2)=[CH:15][CH:14]=1. (6) Given the reactants Br[C:2]1[C:3]2[C:4]3[CH:18]=[CH:17][S:16][C:5]=3[C:6](=[O:15])[NH:7][C:8]=2[C:9]([CH3:14])=[CH:10][C:11]=1[O:12][CH3:13].[CH3:19][N:20]([CH2:28][CH:29]([C:33]1[CH:38]=[CH:37][C:36](B2OC(C)(C)C(C)(C)O2)=[CH:35][CH:34]=1)[CH:30]([CH3:32])[CH3:31])[C:21](=[O:27])[O:22][C:23]([CH3:26])([CH3:25])[CH3:24], predict the reaction product. The product is: [CH3:13][O:12][C:11]1[CH:10]=[C:9]([CH3:14])[C:8]2[NH:7][C:6](=[O:15])[C:5]3[S:16][CH:17]=[CH:18][C:4]=3[C:3]=2[C:2]=1[C:36]1[CH:35]=[CH:34][C:33]([CH:29]([CH:30]([CH3:32])[CH3:31])[CH2:28][N:20]([CH3:19])[C:21](=[O:27])[O:22][C:23]([CH3:25])([CH3:26])[CH3:24])=[CH:38][CH:37]=1. (7) Given the reactants [CH:1]1([C:4]([OH:6])=O)[CH2:3][CH2:2]1.N1(OC(N(C)C)=[N+](C)C)C2C=CC=CC=2N=N1.Cl.[NH:25]1[CH2:30][CH:29]=[C:28]([C:31]2[S:39][C:38]3[C:37]([C:40]4[CH:45]=[CH:44][C:43]([NH:46][S:47]([CH:50]5[CH2:52][CH2:51]5)(=[O:49])=[O:48])=[CH:42][CH:41]=4)=[N:36][CH:35]=[N:34][C:33]=3[CH:32]=2)[CH2:27][CH2:26]1.C(N(CC)C(C)C)(C)C, predict the reaction product. The product is: [CH:1]1([C:4]([N:25]2[CH2:26][CH:27]=[C:28]([C:31]3[S:39][C:38]4[C:37]([C:40]5[CH:41]=[CH:42][C:43]([NH:46][S:47]([CH:50]6[CH2:52][CH2:51]6)(=[O:48])=[O:49])=[CH:44][CH:45]=5)=[N:36][CH:35]=[N:34][C:33]=4[CH:32]=3)[CH2:29][CH2:30]2)=[O:6])[CH2:3][CH2:2]1. (8) Given the reactants [Cl:1][C:2]1[N:3]=[C:4]([C:9]([NH:11][C:12]2[CH:28]=[CH:27][C:15]3[N:16]([C:20]([O:22]C(C)(C)C)=O)[CH2:17][CH2:18][O:19][C:14]=3[CH:13]=2)=[O:10])[NH:5][C:6]=1[CH2:7][CH3:8].Cl.C(OCC)(=O)C.[C:36]([O:43][CH2:44][CH3:45])(=[O:42])[CH2:37][CH2:38]C([O-])=O.CCN=C=NCCCN(C)C.Cl.C(N(CC)C(C)C)(C)C, predict the reaction product. The product is: [Cl:1][C:2]1[N:3]=[C:4]([C:9]([NH:11][C:12]2[CH:28]=[CH:27][C:15]3[N:16]([C:20](=[O:22])[CH2:38][CH2:37][C:36]([O:43][CH2:44][CH3:45])=[O:42])[CH2:17][CH2:18][O:19][C:14]=3[CH:13]=2)=[O:10])[NH:5][C:6]=1[CH2:7][CH3:8].